This data is from Forward reaction prediction with 1.9M reactions from USPTO patents (1976-2016). The task is: Predict the product of the given reaction. (1) Given the reactants [Cl:1][C:2]1[C:6]([N:7]([CH2:20][C:21]#[CH:22])[C:8](=[O:19])[CH2:9][N:10](C)[C:11](=O)OC(C)(C)C)=[CH:5][N:4]([C:23]2[CH:24]=[N:25][CH:26]=[CH:27][CH:28]=2)[N:3]=1.FC(F)(F)C(O)=O.C1(C)C=CC=CC=1, predict the reaction product. The product is: [Cl:1][C:2]1[C:6]([N:7]([CH2:20][C:21]#[CH:22])[C:8](=[O:19])[CH2:9][NH:10][CH3:11])=[CH:5][N:4]([C:23]2[CH:24]=[N:25][CH:26]=[CH:27][CH:28]=2)[N:3]=1. (2) Given the reactants Br[C:2]1[CH:3]=[C:4]2[C:8](=[CH:9][CH:10]=1)[N:7]([CH2:11][O:12][CH2:13][CH2:14][Si:15]([CH3:18])([CH3:17])[CH3:16])[N:6]=[C:5]2[NH:19][C:20]1[N:24]([CH:25]2[CH2:30][CH2:29][CH2:28][CH2:27][CH2:26]2)[C:23]2[CH:31]=[CH:32][C:33]([CH2:35][OH:36])=[CH:34][C:22]=2[N:21]=1.[CH3:37][O:38][CH2:39][C:40]1[CH:41]=[C:42](B(O)O)[CH:43]=[CH:44][CH:45]=1.ClCCl, predict the reaction product. The product is: [CH:25]1([N:24]2[C:23]3[CH:31]=[CH:32][C:33]([CH2:35][OH:36])=[CH:34][C:22]=3[N:21]=[C:20]2[NH:19][C:5]2[C:4]3[C:8](=[CH:9][CH:10]=[C:2]([C:44]4[CH:43]=[CH:42][CH:41]=[C:40]([CH2:39][O:38][CH3:37])[CH:45]=4)[CH:3]=3)[N:7]([CH2:11][O:12][CH2:13][CH2:14][Si:15]([CH3:16])([CH3:17])[CH3:18])[N:6]=2)[CH2:26][CH2:27][CH2:28][CH2:29][CH2:30]1. (3) Given the reactants [Cl-].[NH4+].[CH:3]([N:6]1[C:14]2[CH:13]=[C:12]([NH:15][C:16]3[CH:21]=[CH:20][N:19]=[C:18]([C:22]4[C:23]([N+:28]([O-])=O)=[N:24][N:25]([CH3:27])[CH:26]=4)[N:17]=3)[N:11]=[CH:10][C:9]=2[N:8]=[C:7]1[CH3:31])([CH3:5])[CH3:4], predict the reaction product. The product is: [NH2:28][C:23]1[C:22]([C:18]2[N:17]=[C:16]([NH:15][C:12]3[N:11]=[CH:10][C:9]4[N:8]=[C:7]([CH3:31])[N:6]([CH:3]([CH3:4])[CH3:5])[C:14]=4[CH:13]=3)[CH:21]=[CH:20][N:19]=2)=[CH:26][N:25]([CH3:27])[N:24]=1. (4) The product is: [ClH:12].[Cl:12][CH2:8][C:7]1[CH:6]=[CH:5][N:4]=[CH:3][C:2]=1[F:1]. Given the reactants [F:1][C:2]1[CH:3]=[N:4][CH:5]=[CH:6][C:7]=1[CH2:8]O.S(Cl)([Cl:12])=O, predict the reaction product.